Dataset: Forward reaction prediction with 1.9M reactions from USPTO patents (1976-2016). Task: Predict the product of the given reaction. Given the reactants C([O:3][C:4](=[O:30])[CH2:5][S:6][C:7]1[S:11][C:10]([NH:12][C:13]([N:15]([C:22]2[CH:27]=[CH:26][CH:25]=[C:24]([CH3:28])[C:23]=2[F:29])CC2CCCC2)=[O:14])=[N:9][CH:8]=1)C.[CH:31]1(CN(C2C=CC(S(C)(=O)=O)=CC=2)C(=O)NC2SC=C(CC(O)=O)N=2)[CH2:35][CH2:34][CH2:33][CH2:32]1.[CH:60]1(CNC2C=CC=C(C)C=2F)CCCC1.C(OC(=O)CSC1SC(N)=NC=1)C, predict the reaction product. The product is: [CH:31]1([N:15]([C:22]2[CH:27]=[CH:26][CH:25]=[C:24]([CH3:28])[C:23]=2[F:29])[C:13](=[O:14])[N:12]([CH3:60])[C:10]2[S:11][C:7]([S:6][CH2:5][C:4]([OH:3])=[O:30])=[CH:8][N:9]=2)[CH2:35][CH2:34][CH2:33][CH2:32]1.